The task is: Predict the product of the given reaction.. This data is from Forward reaction prediction with 1.9M reactions from USPTO patents (1976-2016). (1) Given the reactants Cl[C:2]1[C:3]2[S:10][C:9]([S:11][CH3:12])=[N:8][C:4]=2[N:5]=[CH:6][N:7]=1.[F:13][C:14]1[CH:20]=[CH:19][C:17]([NH2:18])=[CH:16][C:15]=1[Cl:21].C(N(C(C)C)CC)(C)C, predict the reaction product. The product is: [Cl:21][C:15]1[CH:16]=[C:17]([NH:18][C:2]2[C:3]3[S:10][C:9]([S:11][CH3:12])=[N:8][C:4]=3[N:5]=[CH:6][N:7]=2)[CH:19]=[CH:20][C:14]=1[F:13]. (2) Given the reactants [CH3:1][O:2][C:3](=[O:18])[CH2:4][CH2:5][CH2:6][C:7]1([CH2:13][C:14]([O:16]C)=O)[CH2:12][CH2:11][CH2:10][CH:9]=[CH:8]1.N([Li])(C(C)C)C(C)C.[NH4+].[Cl-], predict the reaction product. The product is: [CH3:1][O:2][C:3]([C:4]1[CH2:5][CH2:6][C:7]2([CH2:12][CH2:11][CH2:10][CH:9]=[CH:8]2)[CH2:13][C:14]=1[OH:16])=[O:18]. (3) The product is: [Br:13][C:10]1[CH:11]=[CH:12][C:2]([NH:1][C:29]([N:23]2[CH2:28][CH2:27][O:26][CH2:25][CH2:24]2)=[O:30])=[C:3]([C:4](=[O:5])[N:6]([CH3:7])[CH3:8])[CH:9]=1. Given the reactants [NH2:1][C:2]1[CH:12]=[CH:11][C:10]([Br:13])=[CH:9][C:3]=1[C:4]([N:6]([CH3:8])[CH3:7])=[O:5].C(N(C(C)C)CC)(C)C.[N:23]1([C:29](Cl)=[O:30])[CH2:28][CH2:27][O:26][CH2:25][CH2:24]1.C(Cl)(Cl)Cl, predict the reaction product. (4) The product is: [CH:12]1([C:9]2[CH:10]=[CH:11][C:6]([O:5][CH2:4][C:3]([OH:15])=[O:2])=[CH:7][CH:8]=2)[CH2:14][CH2:13]1. Given the reactants C[O:2][C:3](=[O:15])[CH2:4][O:5][C:6]1[CH:11]=[CH:10][C:9]([CH:12]2[CH2:14][CH2:13]2)=[CH:8][CH:7]=1.CO.[OH-].[Li+].Cl, predict the reaction product. (5) The product is: [C:1]([O:5][C:6]([CH:8]1[CH2:13][CH2:12][N:11]([C:14]2[C:23]([Cl:24])=[CH:22][C:17]([C:18]([OH:20])=[O:19])=[C:16]([CH2:25][N:26]3[CH2:30][CH2:29][CH2:28][C:27]3=[O:31])[N:15]=2)[CH2:10][CH2:9]1)=[O:7])([CH3:4])([CH3:2])[CH3:3]. Given the reactants [C:1]([O:5][C:6]([CH:8]1[CH2:13][CH2:12][N:11]([C:14]2[C:23]([Cl:24])=[CH:22][C:17]([C:18]([O:20]C)=[O:19])=[C:16]([CH2:25][N:26]3[CH2:30][CH2:29][CH2:28][C:27]3=[O:31])[N:15]=2)[CH2:10][CH2:9]1)=[O:7])([CH3:4])([CH3:3])[CH3:2].[OH-].[Na+], predict the reaction product.